Predict the reactants needed to synthesize the given product. From a dataset of Full USPTO retrosynthesis dataset with 1.9M reactions from patents (1976-2016). (1) Given the product [Br:15][C:16]1[CH:21]=[CH:20][C:19]([CH:22]2[CH2:9][C:8]([C:6]3[CH:5]=[C:4]([Cl:14])[CH:3]=[C:2]([Cl:1])[CH:7]=3)([C:10]([F:11])([F:13])[F:12])[CH:24]=[N:23]2)=[CH:18][C:17]=1[CH3:25], predict the reactants needed to synthesize it. The reactants are: [Cl:1][C:2]1[CH:7]=[C:6]([C:8]([C:10]([F:13])([F:12])[F:11])=[CH2:9])[CH:5]=[C:4]([Cl:14])[CH:3]=1.[Br:15][C:16]1[CH:21]=[CH:20][C:19]([CH2:22][N+:23]#[C-:24])=[CH:18][C:17]=1[CH3:25]. (2) Given the product [CH2:33]=[C:27]1[CH2:25][C@H:12]([NH2:13])[C@H:29]([C:30]([OH:32])=[O:31])[CH2:28]1, predict the reactants needed to synthesize it. The reactants are: C(OCCCCC[CH2:12][N:13]=[N+]=[N-])(=O)C(C)=C.C(S)(=S)C1C=CC=CC=1.[C:25]([CH:27]([CH3:33])[CH2:28][CH2:29][C:30]([OH:32])=[O:31])#N. (3) Given the product [C:20]([N:21]1[CH:24]=[C:9]([CH2:8][CH2:7][CH2:6][N:10]2[C:6](=[O:16])[C:7]3=[CH:15][CH:14]=[CH:13][CH:12]=[C:8]3[C:9]2=[O:11])[N:10]=[CH:22]1)([C:25]1[CH:30]=[CH:29][CH:28]=[CH:27][CH:26]=1)([C:25]1[CH:30]=[CH:29][CH:28]=[CH:27][CH:26]=1)[C:25]1[CH:30]=[CH:29][CH:28]=[CH:27][CH:26]=1, predict the reactants needed to synthesize it. The reactants are: S([O-])(=O)(=O)C.[C:6]1(=[O:16])[NH:10][C:9](=[O:11])[C:8]2=[CH:12][CH:13]=[CH:14][CH:15]=[C:7]12.[K].[I-].[Na+].[CH3:20][N:21]([CH3:24])[CH:22]=O.[CH:25]1[CH:30]=[CH:29][CH:28]=[CH:27][CH:26]=1. (4) Given the product [CH3:30][O:29][C:27](=[O:28])[C:26]1[CH:31]=[CH:32][C:23](/[CH:21]=[CH:9]/[C:8]([C:5]2[CH:6]=[CH:7][C:2]([Cl:1])=[CH:3][C:4]=2[NH:11][C:12]2[CH:13]=[CH:14][CH:15]=[CH:16][CH:17]=2)=[O:10])=[CH:24][CH:25]=1, predict the reactants needed to synthesize it. The reactants are: [Cl:1][C:2]1[CH:7]=[CH:6][C:5]([C:8](=[O:10])[CH3:9])=[C:4]([NH:11][C:12]2[CH:17]=[CH:16][CH:15]=[CH:14][CH:13]=2)[CH:3]=1.C[O-].[Na+].[CH:21]([C:23]1[CH:32]=[CH:31][C:26]([C:27]([O:29][CH3:30])=[O:28])=[CH:25][CH:24]=1)=O. (5) The reactants are: Cl[C:2]1[CH:7]=[C:6]([CH:8]([S:17][C:18]2[CH:23]=[CH:22][C:21]([Cl:24])=[CH:20][CH:19]=2)[C:9]2[CH:14]=[C:13]([F:15])[CH:12]=[CH:11][C:10]=2[F:16])[C:5]([Cl:25])=[CH:4][N:3]=1.[N:26]1[CH:31]=[CH:30][CH:29]=[CH:28][C:27]=1[CH2:32][CH2:33][NH2:34]. Given the product [Cl:25][C:5]1[C:6]([CH:8]([S:17][C:18]2[CH:19]=[CH:20][C:21]([Cl:24])=[CH:22][CH:23]=2)[C:9]2[CH:14]=[C:13]([F:15])[CH:12]=[CH:11][C:10]=2[F:16])=[CH:7][C:2]([NH:34][CH2:33][CH2:32][C:27]2[CH:28]=[CH:29][CH:30]=[CH:31][N:26]=2)=[N:3][CH:4]=1, predict the reactants needed to synthesize it. (6) Given the product [NH2:1][C:2]1[N:7]=[C:6]([NH:8][CH2:9][CH2:10][NH:11][C:12]2[N:17]=[C:16]([C:18]3[CH:23]=[CH:22][C:21]([Cl:24])=[CH:20][C:19]=3[Cl:25])[C:15]([N:26]3[C:27](=[O:28])[C:29]4[C:30](=[CH:34][CH:35]=[CH:36][CH:37]=4)[C:31]3=[O:33])=[CH:14][N:13]=2)[CH:5]=[CH:4][C:3]=1[N+:38]([O-:40])=[O:39], predict the reactants needed to synthesize it. The reactants are: [NH2:1][C:2]1[N:7]=[C:6]([NH:8][CH2:9][CH2:10][NH:11][C:12]2[N:17]=[C:16]([C:18]3[CH:23]=[CH:22][C:21]([Cl:24])=[CH:20][C:19]=3[Cl:25])[C:15]([NH:26][C:27]([C:29]3[CH:37]=[CH:36][CH:35]=[CH:34][C:30]=3[C:31]([OH:33])=O)=[O:28])=[CH:14][N:13]=2)[CH:5]=[CH:4][C:3]=1[N+:38]([O-:40])=[O:39].